This data is from Forward reaction prediction with 1.9M reactions from USPTO patents (1976-2016). The task is: Predict the product of the given reaction. Given the reactants [CH2:1]([N:3]([CH2:11][C:12]1[CH:13]=[N:14][CH:15]=[C:16]([C:19]2[CH:20]=[C:21]3[C:25](=[CH:26][CH:27]=2)[N:24]([CH:28]2[CH2:33][CH2:32][CH2:31][CH2:30][O:29]2)[N:23]=[C:22]3[C:34]2[NH:35][C:36]([C:39]([NH:41][CH2:42][C:43]3[CH:44]=[N:45][CH:46]=[CH:47][CH:48]=3)=[O:40])=[CH:37][N:38]=2)[C:17]=1[CH3:18])[C:4](=[O:10])[O:5][C:6]([CH3:9])([CH3:8])[CH3:7])[CH3:2].C(OC([N:56](CC1C(C)=C(C2C=C3C(=CC=2)N(C2CCCCO2)N=C3C2NC(C(O)=O)=CN=2)C=NC=1)[CH2:57][CH3:58])=O)(C)(C)C.[CH:90](N(C(C)C)CC)([CH3:92])[CH3:91].N1C=CC=NC=1CC1CCCNCC1.CN(C(ON1N=NC2C=CC=NC1=2)=[N+](C)C)C.F[P-](F)(F)(F)(F)F, predict the reaction product. The product is: [CH2:1]([N:3]([CH2:11][C:12]1[CH:13]=[N:14][CH:15]=[C:16]([C:19]2[CH:20]=[C:21]3[C:25](=[CH:26][CH:27]=2)[N:24]([CH:28]2[CH2:33][CH2:32][CH2:31][CH2:30][O:29]2)[N:23]=[C:22]3[C:34]2[NH:35][C:36]([C:39]([N:41]3[CH2:92][CH2:90][CH2:91][CH:48]([CH2:47][C:46]4[N:45]=[CH:44][CH:58]=[CH:57][N:56]=4)[CH2:43][CH2:42]3)=[O:40])=[CH:37][N:38]=2)[C:17]=1[CH3:18])[C:4](=[O:10])[O:5][C:6]([CH3:8])([CH3:9])[CH3:7])[CH3:2].